From a dataset of Experimental lipophilicity measurements (octanol/water distribution) for 4,200 compounds from AstraZeneca. Regression/Classification. Given a drug SMILES string, predict its absorption, distribution, metabolism, or excretion properties. Task type varies by dataset: regression for continuous measurements (e.g., permeability, clearance, half-life) or binary classification for categorical outcomes (e.g., BBB penetration, CYP inhibition). For this dataset (lipophilicity_astrazeneca), we predict Y. (1) The drug is CCCCOc1nc(N)c2[nH]c(=O)n(Cc3cccc(CC(=O)OC)c3)c2n1. The Y is 3.76 logD. (2) The molecule is CCNC(=O)C[C@@H]1N=C(c2ccc(Cl)cc2)c2cc(OC)ccc2-n2c(C)nnc21. The Y is 2.46 logD. (3) The drug is C[C@H]1CCCN1CCc1cc2cc(-c3ccc(C#N)cc3)ccc2o1. The Y is 3.25 logD. (4) The molecule is CO[C@@H]1CN(Cc2ccc(C(F)(F)F)cc2)CC[C@@H]1N(C)C(=O)Cc1ccc(-n2cnnn2)cc1. The Y is 3.10 logD. (5) The compound is Nc1n[nH]c(N)c1Cc1ccc2c(c1)OCO2. The Y is 0.470 logD.